Dataset: Reaction yield outcomes from USPTO patents with 853,638 reactions. Task: Predict the reaction yield, written as a fraction of the theoretical maximum amount of product (1.0 means a 100% yield; for example, 0.34 means a 34% yield). The reactants are [N+:1]([C:4]1[CH:11]=[C:10]([OH:12])[C:9]([O:13][CH3:14])=[CH:8][C:5]=1[C:6]#[N:7])([O-:3])=[O:2].C1(C)C=CC(S(O[CH2:25][CH:26]2[CH2:31][CH2:30][N:29]([C:32]([O:34][C:35]([CH3:38])([CH3:37])[CH3:36])=[O:33])[CH2:28][CH2:27]2)(=O)=O)=CC=1.C([O-])([O-])=O.[K+].[K+]. The catalyst is CN(C=O)C.C(#N)C.O. The product is [N+:1]([C:4]1[CH:11]=[C:10]([O:12][CH2:25][CH:26]2[CH2:31][CH2:30][N:29]([C:32]([O:34][C:35]([CH3:36])([CH3:38])[CH3:37])=[O:33])[CH2:28][CH2:27]2)[C:9]([O:13][CH3:14])=[CH:8][C:5]=1[C:6]#[N:7])([O-:3])=[O:2]. The yield is 0.800.